From a dataset of Forward reaction prediction with 1.9M reactions from USPTO patents (1976-2016). Predict the product of the given reaction. (1) Given the reactants [NH:1]1[C:9]2[CH:8]=[CH:7][CH:6]=[C:5]([OH:10])[C:4]=2[CH:3]=[N:2]1.[F:11][C:12]1[CH:13]=[C:14]([N+:19]([O-:21])=[O:20])[CH:15]=[CH:16][C:17]=1F.C(=O)([O-])[O-].[K+].[K+], predict the reaction product. The product is: [F:11][C:12]1[CH:13]=[C:14]([N+:19]([O-:21])=[O:20])[CH:15]=[CH:16][C:17]=1[O:10][C:5]1[CH:6]=[CH:7][CH:8]=[C:9]2[C:4]=1[CH:3]=[N:2][NH:1]2. (2) Given the reactants [CH3:1][N:2]([CH3:32])[C:3]1[CH:8]=[CH:7][CH:6]=[C:5]([S:9][C:10]2[CH:11]=[C:12]3[C:18]([C:19]4[CH:20]=[N:21][N:22]([CH3:24])[CH:23]=4)=[CH:17][N:16](OCC[Si](C)(C)C)[C:13]3=[N:14][CH:15]=2)[CH:4]=1.Cl, predict the reaction product. The product is: [CH3:1][N:2]([CH3:32])[C:3]1[CH:8]=[CH:7][CH:6]=[C:5]([S:9][C:10]2[CH:11]=[C:12]3[C:18]([C:19]4[CH:20]=[N:21][N:22]([CH3:24])[CH:23]=4)=[CH:17][NH:16][C:13]3=[N:14][CH:15]=2)[CH:4]=1. (3) Given the reactants [Br:1][C:2]1[C:3]([C:9]([O:11][CH3:12])=[O:10])=[CH:4][C:5](=[O:8])[NH:6][CH:7]=1.[CH2:13](Br)[C:14]1[CH:19]=[CH:18][CH:17]=[CH:16][CH:15]=1, predict the reaction product. The product is: [CH2:13]([O:8][C:5]1[CH:4]=[C:3]([C:2]([Br:1])=[CH:7][N:6]=1)[C:9]([O:11][CH3:12])=[O:10])[C:14]1[CH:19]=[CH:18][CH:17]=[CH:16][CH:15]=1. (4) Given the reactants [Br:1][C:2]1[C:3]([F:12])=[C:4]([CH:8]=[C:9](I)[CH:10]=1)[C:5]([OH:7])=[O:6].[OH-:13].[Na+], predict the reaction product. The product is: [Br:1][C:2]1[C:3]([F:12])=[C:4]([CH:8]=[C:9]([OH:13])[CH:10]=1)[C:5]([OH:7])=[O:6]. (5) Given the reactants C([Sn](CCCC)(CCCC)C1C=CC(OC)=CC=1[N+]([O-])=O)CCC.C([O:32][C:33]1[CH:54]=[CH:53][C:36]2[CH:37]=[C:38]([C:42]3[CH:47]=[CH:46][C:45]([O:48][CH3:49])=[CH:44][C:43]=3[N+:50]([O-])=O)[CH2:39][CH2:40][CH2:41][C:35]=2[CH:34]=1)C1C=CC=CC=1, predict the reaction product. The product is: [NH2:50][C:43]1[CH:44]=[C:45]([O:48][CH3:49])[CH:46]=[CH:47][C:42]=1[CH:38]1[CH2:39][CH2:40][CH2:41][C:35]2[CH:34]=[C:33]([OH:32])[CH:54]=[CH:53][C:36]=2[CH2:37]1. (6) Given the reactants C([N:4]1[C:12]2[C:7](=[CH:8][C:9](Cl)=[CH:10][CH:11]=2)[CH2:6][CH:5]1[C:14]([NH2:16])=O)(=O)C.[OH-].[Na+].C([O-])(O)=O.[Na+], predict the reaction product. The product is: [CH2:6]([C:5]1[N:4]=[C:14]([C@@H:5]2[CH2:6][C:7]3[C:12](=[CH:11][CH:10]=[CH:9][CH:8]=3)[NH:4]2)[NH:16][CH:14]=1)[CH2:7][CH3:8]. (7) The product is: [CH:1]([O:14][C:15](=[O:39])[C@:16]([NH:27][NH:28][C:29]([O:31][CH2:32][C:33]1[CH:34]=[CH:35][CH:36]=[CH:37][CH:38]=1)=[O:30])([CH3:26])[CH2:17][C:18]1[CH:23]=[CH:22][C:21]([O:24][P:55]([O:56][CH2:57][C:58]2[CH:59]=[CH:60][CH:61]=[CH:62][CH:63]=2)([O:54][CH2:84][C:85]2[CH:90]=[CH:89][CH:88]=[CH:87][CH:86]=2)=[O:64])=[C:20]([O:25][P:55]([O:56][CH2:57][C:40]2[CH:41]=[CH:60][CH:59]=[CH:58][CH:63]=2)([O:54][CH2:84][C:46]2[CH:45]=[CH:44][CH:43]=[CH:53][CH:52]=2)=[O:64])[CH:19]=1)([C:8]1[CH:13]=[CH:12][CH:11]=[CH:10][CH:9]=1)[C:2]1[CH:3]=[CH:4][CH:5]=[CH:6][CH:7]=1. Given the reactants [CH:1]([O:14][C:15](=[O:39])[C@:16]([NH:27][NH:28][C:29]([O:31][CH2:32][C:33]1[CH:38]=[CH:37][CH:36]=[CH:35][CH:34]=1)=[O:30])([CH3:26])[CH2:17][C:18]1[CH:23]=[CH:22][C:21]([OH:24])=[C:20]([OH:25])[CH:19]=1)([C:8]1[CH:13]=[CH:12][CH:11]=[CH:10][CH:9]=1)[C:2]1[CH:7]=[CH:6][CH:5]=[CH:4][CH:3]=1.[CH3:40][C:41]#N.[CH2:43]1[CH2:53][CH2:52]N2[C:46](=NCCC2)[CH2:45][CH2:44]1.[O:54]([CH2:84][C:85]1[CH:90]=[CH:89][CH:88]=[CH:87][CH:86]=1)[P:55](O[P:55]([O:56][CH2:57][C:58]1[CH:63]=[CH:62][CH:61]=[CH:60][CH:59]=1)([O:54][CH2:84][C:85]1[CH:90]=[CH:89][CH:88]=[CH:87][CH:86]=1)=[O:64])(=[O:64])[O:56][CH2:57][C:58]1[CH:63]=[CH:62][CH:61]=[CH:60][CH:59]=1, predict the reaction product. (8) Given the reactants [Cl:1][C:2]1[CH:3]=[C:4]([O:11][CH2:12][CH:13]=[CH2:14])[C:5]([N+:8]([O-])=O)=[N:6][CH:7]=1.Cl, predict the reaction product. The product is: [Cl:1][C:2]1[CH:3]=[C:4]([O:11][CH2:12][CH:13]=[CH2:14])[C:5]([NH2:8])=[N:6][CH:7]=1. (9) Given the reactants [NH2:1][C:2]1[N:10]=[CH:9][CH:8]=[CH:7][C:3]=1[C:4]([OH:6])=O.ON1C2C=CC=CC=2N=N1.CCN=C=NCCCN(C)C.[CH2:32]([O:34][C:35]1[CH:36]=[C:37]([CH:47]=[CH:48][CH:49]=1)[O:38][C:39]1[CH:46]=[CH:45][C:42]([CH2:43][NH2:44])=[CH:41][CH:40]=1)[CH3:33].C(=O)(O)[O-].[Na+], predict the reaction product. The product is: [CH2:32]([O:34][C:35]1[CH:36]=[C:37]([CH:47]=[CH:48][CH:49]=1)[O:38][C:39]1[CH:46]=[CH:45][C:42]([CH2:43][NH:44][C:4](=[O:6])[C:3]2[CH:7]=[CH:8][CH:9]=[N:10][C:2]=2[NH2:1])=[CH:41][CH:40]=1)[CH3:33]. (10) Given the reactants [CH3:1][C:2]1[C:3]2[CH:10]=[CH:9][NH:8][C:4]=2[N:5]=[CH:6][N:7]=1.[I:11]N1C(=O)CCC1=O, predict the reaction product. The product is: [I:11][C:10]1[C:3]2[C:2]([CH3:1])=[N:7][CH:6]=[N:5][C:4]=2[NH:8][CH:9]=1.